This data is from Catalyst prediction with 721,799 reactions and 888 catalyst types from USPTO. The task is: Predict which catalyst facilitates the given reaction. (1) Reactant: [ClH:1].O1CCOCC1.[CH3:8][C@H:9]1[C@@H:14]([N:15]([C:17]2[N:25]=[CH:24][N:23]=[C:22]3[C:18]=2[CH:19]=[CH:20][NH:21]3)[CH3:16])[CH2:13][N:12]([C:26]([CH2:28][C:29]#[N:30])=[O:27])[CH2:11][CH2:10]1.C(OCC)(=O)C. Product: [CH3:8][C@H:9]1[C@@H:14]([N:15]([C:17]2[N:25]=[CH:24][N:23]=[C:22]3[C:18]=2[CH:19]=[CH:20][NH:21]3)[CH3:16])[CH2:13][N:12]([C:26]([CH2:28][C:29]#[N:30])=[O:27])[CH2:11][CH2:10]1.[ClH:1]. The catalyst class is: 9. (2) Reactant: [CH2:1]([C:3]1(O)[C:11]2[C:6](=[CH:7][C:8]([F:12])=[CH:9][CH:10]=2)[CH2:5][CH2:4]1)[CH3:2].[NH:14]1[C:22]2[C:17](=[CH:18][CH:19]=[CH:20][C:21]=2[NH:23][S:24]([CH3:27])(=[O:26])=[O:25])[CH:16]=[CH:15]1.FC(F)(F)C(O)=O. Product: [CH2:1]([C:3]1([C:16]2[C:17]3[C:22](=[C:21]([NH:23][S:24]([CH3:27])(=[O:25])=[O:26])[CH:20]=[CH:19][CH:18]=3)[NH:14][CH:15]=2)[C:11]2[C:6](=[CH:7][C:8]([F:12])=[CH:9][CH:10]=2)[CH2:5][CH2:4]1)[CH3:2]. The catalyst class is: 4. (3) The catalyst class is: 1. Reactant: COC[O:4][C:5]1[CH:14]=[CH:13][C:12]2[O:11][CH:10]([C:15]3[CH:20]=[CH:19][C:18]([O:21]COC)=[CH:17][CH:16]=3)[CH:9]3[CH2:25][CH:26]([O:28][C:29](=[O:31])[CH3:30])[CH2:27][CH:8]3[C:7]=2[CH:6]=1.Cl.CCOC(C)=O.CCOC(C)=O.CCCCCC. Product: [OH:4][C:5]1[CH:14]=[CH:13][C:12]2[O:11][C@H:10]([C:15]3[CH:16]=[CH:17][C:18]([OH:21])=[CH:19][CH:20]=3)[C@@H:9]3[CH2:25][C@H:26]([O:28][C:29](=[O:31])[CH3:30])[CH2:27][C@@H:8]3[C:7]=2[CH:6]=1.